Dataset: Full USPTO retrosynthesis dataset with 1.9M reactions from patents (1976-2016). Task: Predict the reactants needed to synthesize the given product. (1) Given the product [O:32]=[C:31]1[C:30]2[C:25](=[CH:26][CH:27]=[CH:28][CH:29]=2)[C:24](=[O:33])[N:23]1[C:11]1[S:12][CH:13]=[C:14]([C:15]2[CH:20]=[CH:19][CH:18]=[CH:17][C:16]=2[O:21][CH3:22])[C:10]=1[C:8]([OH:9])=[O:7], predict the reactants needed to synthesize it. The reactants are: [OH-].[Na+].CO.C([O:7][C:8]([C:10]1[C:14]([C:15]2[CH:20]=[CH:19][CH:18]=[CH:17][C:16]=2[O:21][CH3:22])=[CH:13][S:12][C:11]=1[N:23]1[C:31](=[O:32])[C:30]2[C:25](=[CH:26][CH:27]=[CH:28][CH:29]=2)[C:24]1=[O:33])=[O:9])C.Cl. (2) Given the product [Cl:1][C:2]1[CH:8]=[C:6]2[C:5]([CH:9]=[N:11][NH:7]2)=[CH:4][CH:3]=1, predict the reactants needed to synthesize it. The reactants are: [Cl:1][C:2]1[CH:3]=[CH:4][C:5]([CH3:9])=[C:6]([CH:8]=1)[NH2:7].Cl.[N:11]([O-])=O.[Na+].C([O-])(=O)C.[K+].C1OCCOCCOCCOCCOCCOC1. (3) The reactants are: [NH2:1][C:2]1[N:3]=[C:4]([Cl:25])[C:5]2[C:10]([CH2:11][CH2:12]O)=[CH:9][N:8]([CH2:14][C:15]3[C:20]([CH3:21])=[C:19]([O:22][CH3:23])[C:18]([CH3:24])=[CH:17][N:16]=3)[C:6]=2[N:7]=1.C[CH2:27][N:28](CC)CC.CS(Cl)(=O)=O.[CH2:38]1[CH2:42]OC[CH2:39]1. Given the product [Cl:25][C:4]1[C:5]2[C:10]([CH2:11][CH2:12][NH:28][CH2:27][CH:38]([CH3:39])[CH3:42])=[CH:9][N:8]([CH2:14][C:15]3[C:20]([CH3:21])=[C:19]([O:22][CH3:23])[C:18]([CH3:24])=[CH:17][N:16]=3)[C:6]=2[N:7]=[C:2]([NH2:1])[N:3]=1, predict the reactants needed to synthesize it. (4) The reactants are: [CH2:1]([S:3]([N:6]1[CH2:11][CH2:10][CH:9]([C:12]2[C:20]3[C:15](=[C:16]([C:30]([NH2:32])=[O:31])[CH:17]=[C:18]([C:21]4[CH:26]=[C:25]([CH:27]=O)[CH:24]=[CH:23][C:22]=4[F:29])[CH:19]=3)[NH:14][CH:13]=2)[CH2:8][CH2:7]1)(=[O:5])=[O:4])[CH3:2].[F:33][C:34]([F:38])([F:37])[CH2:35][NH2:36].[CH3:39][OH:40]. Given the product [F:33][C:34]([F:38])([F:37])[C:39]([OH:4])=[O:40].[CH2:1]([S:3]([N:6]1[CH2:11][CH2:10][CH:9]([C:12]2[C:20]3[C:15](=[C:16]([C:30]([NH2:32])=[O:31])[CH:17]=[C:18]([C:21]4[CH:26]=[C:25]([CH2:27][NH:36][CH2:35][C:34]([F:38])([F:37])[F:33])[CH:24]=[CH:23][C:22]=4[F:29])[CH:19]=3)[NH:14][CH:13]=2)[CH2:8][CH2:7]1)(=[O:5])=[O:4])[CH3:2], predict the reactants needed to synthesize it. (5) Given the product [C:40]([O:39][C:37](=[O:38])[NH:44][C@@H:45]([C:50]([N:29]1[CH:24]2[CH2:25][CH2:26][CH:27]1[CH2:28][N:22]([C:20]([C:17]1[CH:16]=[N:15][C:14]([NH:13][C:10]3[N:11]=[CH:12][C:7]4[CH:6]=[C:5]([C:3](=[O:4])[N:2]([CH3:36])[CH3:1])[N:30]([CH:31]5[CH2:35][CH2:34][CH2:33][CH2:32]5)[C:8]=4[N:9]=3)=[CH:19][CH:18]=1)=[O:21])[CH2:23]2)=[O:51])[CH2:46][CH2:47][S:48][CH3:49])([CH3:43])([CH3:41])[CH3:42], predict the reactants needed to synthesize it. The reactants are: [CH3:1][N:2]([CH3:36])[C:3]([C:5]1[N:30]([CH:31]2[CH2:35][CH2:34][CH2:33][CH2:32]2)[C:8]2[N:9]=[C:10]([NH:13][C:14]3[CH:19]=[CH:18][C:17]([C:20]([N:22]4[CH2:28][CH:27]5[NH:29][CH:24]([CH2:25][CH2:26]5)[CH2:23]4)=[O:21])=[CH:16][N:15]=3)[N:11]=[CH:12][C:7]=2[CH:6]=1)=[O:4].[C:37]([NH:44][C@@H:45]([C:50](O)=[O:51])[CH2:46][CH2:47][S:48][CH3:49])([O:39][C:40]([CH3:43])([CH3:42])[CH3:41])=[O:38].